Dataset: Forward reaction prediction with 1.9M reactions from USPTO patents (1976-2016). Task: Predict the product of the given reaction. (1) Given the reactants [F:1][C:2]1[CH:25]=[CH:24][CH:23]=[C:22]([F:26])[C:3]=1[CH2:4][O:5][C:6]1[C:7]2[N:8]([C:13]([C:17]([O:19]CC)=[O:18])=[C:14]([CH3:16])[N:15]=2)[CH:9]=[C:10]([CH3:12])[CH:11]=1.[OH-].[Li+], predict the reaction product. The product is: [F:1][C:2]1[CH:25]=[CH:24][CH:23]=[C:22]([F:26])[C:3]=1[CH2:4][O:5][C:6]1[C:7]2[N:8]([C:13]([C:17]([OH:19])=[O:18])=[C:14]([CH3:16])[N:15]=2)[CH:9]=[C:10]([CH3:12])[CH:11]=1. (2) Given the reactants [Cl:1][C:2]1[CH:7]=[C:6]([C:8]([OH:17])([C:13]([F:16])([F:15])[F:14])[C:9]([F:12])([F:11])[F:10])[CH:5]=[CH:4][C:3]=1[N:18]([CH2:29][CH3:30])[C:19](=O)[CH2:20][CH2:21][C:22]1[CH:27]=[CH:26][CH:25]=[CH:24][CH:23]=1, predict the reaction product. The product is: [Cl:1][C:2]1[CH:7]=[C:6]([C:8]([OH:17])([C:9]([F:10])([F:11])[F:12])[C:13]([F:15])([F:16])[F:14])[CH:5]=[CH:4][C:3]=1[N:18]([CH2:29][CH3:30])[CH2:19][CH2:20][CH2:21][C:22]1[CH:23]=[CH:24][CH:25]=[CH:26][CH:27]=1. (3) Given the reactants [C:1]([CH:3]1[CH2:8][CH2:7][N:6]([C:9]([O:11][C:12]([CH3:15])([CH3:14])[CH3:13])=[O:10])[CH2:5][CH2:4]1)#[CH:2].I[C:17]1[CH:22]=[CH:21][CH:20]=[CH:19][CH:18]=1, predict the reaction product. The product is: [C:17]1([C:2]#[C:1][CH:3]2[CH2:4][CH2:5][N:6]([C:9]([O:11][C:12]([CH3:15])([CH3:14])[CH3:13])=[O:10])[CH2:7][CH2:8]2)[CH:22]=[CH:21][CH:20]=[CH:19][CH:18]=1. (4) Given the reactants [NH2:1][C:2]1[N:3]=[C:4]([Cl:28])[C:5]2=[C:6]([N:8]([CH2:21][C:22]3[CH:23]=[N:24][CH:25]=[CH:26][CH:27]=3)[C:9](=[O:20])/[C:10]/2=[CH:11]\[C:12]2[NH:16][CH:15]=[C:14]([C:17](O)=[O:18])[CH:13]=2)[N:7]=1.[CH2:29]([N:31]([CH2:35][CH3:36])[CH2:32][CH2:33][NH2:34])[CH3:30].F[P-](F)(F)(F)(F)F.N1(O[P+](N(C)C)(N(C)C)N(C)C)C2C=CC=CC=2N=N1.CCN(C(C)C)C(C)C, predict the reaction product. The product is: [NH2:1][C:2]1[N:3]=[C:4]([Cl:28])[C:5]2=[C:6]([N:8]([CH2:21][C:22]3[CH:23]=[N:24][CH:25]=[CH:26][CH:27]=3)[C:9](=[O:20])/[C:10]/2=[CH:11]\[C:12]2[NH:16][CH:15]=[C:14]([C:17]([NH:34][CH2:33][CH2:32][N:31]([CH2:35][CH3:36])[CH2:29][CH3:30])=[O:18])[CH:13]=2)[N:7]=1.